From a dataset of Reaction yield outcomes from USPTO patents with 853,638 reactions. Predict the reaction yield, written as a fraction of the theoretical maximum amount of product (1.0 means a 100% yield; for example, 0.34 means a 34% yield). (1) The reactants are [F:1][C:2]1[CH:7]=[C:6]([S:8]([CH3:11])(=[O:10])=[O:9])[CH:5]=[CH:4][C:3]=1[NH:12][C@H:13]1[CH2:17][CH2:16][N:15]([CH:18]2[CH2:23][CH2:22][NH:21][CH2:20][CH2:19]2)[C:14]1=[O:24].Br[C:26]1[CH:27]=[N:28][C:29]([CH2:32][CH3:33])=[N:30][CH:31]=1.C([O-])([O-])=O.[Cs+].[Cs+]. The catalyst is C1(C)C=CC=CC=1.CC([O-])=O.CC([O-])=O.[Pd+2]. The product is [CH2:32]([C:29]1[N:30]=[CH:31][C:26]([N:21]2[CH2:22][CH2:23][CH:18]([N:15]3[CH2:16][CH2:17][C@H:13]([NH:12][C:3]4[CH:4]=[CH:5][C:6]([S:8]([CH3:11])(=[O:10])=[O:9])=[CH:7][C:2]=4[F:1])[C:14]3=[O:24])[CH2:19][CH2:20]2)=[CH:27][N:28]=1)[CH3:33]. The yield is 0.0400. (2) The reactants are [F:1][C:2]1[CH:7]=[CH:6][C:5]([Mg]Br)=[CH:4][CH:3]=1.[Cl:10][C:11]1[CH:16]=[CH:15][CH:14]=[C:13]([F:17])[C:12]=1[CH2:18][C:19](N(OC)C)=[O:20]. The catalyst is C1COCC1. The product is [Cl:10][C:11]1[CH:16]=[CH:15][CH:14]=[C:13]([F:17])[C:12]=1[CH2:18][C:19]([C:5]1[CH:6]=[CH:7][C:2]([F:1])=[CH:3][CH:4]=1)=[O:20]. The yield is 0.0800. (3) The reactants are Cl[C:2]1[N:7]=[CH:6][C:5]([O:8][CH2:9][CH:10]([O:14][CH2:15][CH3:16])[O:11][CH2:12][CH3:13])=[CH:4][N:3]=1.CC(C)([O-])C.[K+].CN(C)C(=O)C.[CH3:29][N:30]1[CH:34]=[CH:33][C:32]([NH:35][C:36]2[C:45]3[C:40](=[CH:41][CH:42]=[C:43]([OH:46])[CH:44]=3)[N:39]=[CH:38][N:37]=2)=[N:31]1. The catalyst is O. The product is [CH2:12]([O:11][CH:10]([O:14][CH2:15][CH3:16])[CH2:9][O:8][C:5]1[CH:4]=[N:3][C:2]([O:46][C:43]2[CH:44]=[C:45]3[C:40](=[CH:41][CH:42]=2)[N:39]=[CH:38][N:37]=[C:36]3[NH:35][C:32]2[CH:33]=[CH:34][N:30]([CH3:29])[N:31]=2)=[N:7][CH:6]=1)[CH3:13]. The yield is 0.950. (4) The reactants are [NH2:1][C:2]1[CH:7]=[C:6]([Cl:8])[CH:5]=[CH:4][C:3]=1[OH:9].C(N(CC)CC)C.[Cl:17][C:18]1[CH:19]=[C:20]([CH:24]=[C:25]([Cl:27])[CH:26]=1)[C:21](Cl)=[O:22]. The catalyst is ClCCl.C(OCC)(=O)C. The product is [Cl:8][C:6]1[CH:5]=[CH:4][C:3]([OH:9])=[C:2]([NH:1][C:21](=[O:22])[C:20]2[CH:19]=[C:18]([Cl:17])[CH:26]=[C:25]([Cl:27])[CH:24]=2)[CH:7]=1. The yield is 0.324.